Dataset: Reaction yield outcomes from USPTO patents with 853,638 reactions. Task: Predict the reaction yield, written as a fraction of the theoretical maximum amount of product (1.0 means a 100% yield; for example, 0.34 means a 34% yield). (1) The reactants are [NH2:1][C:2](=[S:14])[CH2:3][C:4]1[CH:13]=[CH:12][C:7]([C:8]([O:10][CH3:11])=[O:9])=[CH:6][CH:5]=1.Br[CH2:16][C:17]([C:19]1[CH:24]=[CH:23][C:22]([Cl:25])=[C:21]([Cl:26])[CH:20]=1)=O. The catalyst is C(O)C. The product is [Cl:26][C:21]1[CH:20]=[C:19]([C:17]2[N:1]=[C:2]([CH2:3][C:4]3[CH:13]=[CH:12][C:7]([C:8]([O:10][CH3:11])=[O:9])=[CH:6][CH:5]=3)[S:14][CH:16]=2)[CH:24]=[CH:23][C:22]=1[Cl:25]. The yield is 0.930. (2) The product is [NH2:45][C@@H:48]([C@@H:54]1[CH2:58][O:57][C:56]([CH3:60])([CH3:59])[O:55]1)[CH2:49][OH:50]. The reactants are C([C@](O)(C(O)=O)[C@@](CC)(O)C(O)=O)C.C([C@@H]([C@H](C(OCC)=O)O)O)(OCC)=O.N([C@@H]([C@@H](O)C(OCC)=O)C(OCC)=O)=[N+]=[N-].[N:45]([C@@H:48]([C@@H:54]1[CH2:58][O:57][C:56]([CH3:60])([CH3:59])[O:55]1)[C:49](OCC)=[O:50])=[N+]=[N-].[H-].[Al+3].[Li+].[H-].[H-].[H-].[OH-].[Na+]. The catalyst is C1COCC1.C(OCC)C.O. The yield is 0.610. (3) No catalyst specified. The yield is 0.970. The reactants are [CH3:1][O:2][C:3]1[CH:28]=[CH:27][C:6]([CH2:7][N:8]2[C:16](=O)[C:15]3[C:10](=[CH:11][CH:12]=[CH:13][C:14]=3[O:18][CH2:19][CH2:20][O:21][CH2:22][CH2:23][O:24][CH3:25])[C:9]2=O)=[CH:5][CH:4]=1.[H-].[Al+3].[Li+].[H-].[H-].[H-]. The product is [CH3:1][O:2][C:3]1[CH:4]=[CH:5][C:6]([CH2:7][N:8]2[CH2:16][C:15]3[C:10](=[CH:11][CH:12]=[CH:13][C:14]=3[O:18][CH2:19][CH2:20][O:21][CH2:22][CH2:23][O:24][CH3:25])[CH2:9]2)=[CH:27][CH:28]=1. (4) The reactants are C(O[C:6]([N:8]1[CH2:13][CH2:12][N:11]([C:14]2[CH:19]=[CH:18][C:17]([CH:20]=[O:21])=[CH:16][CH:15]=2)[CH2:10][CH2:9]1)=O)(C)(C)C.[H-].[H-].[H-].[H-].[Li+].[Al+3]. The catalyst is C1COCC1. The product is [CH3:6][N:8]1[CH2:13][CH2:12][N:11]([C:14]2[CH:19]=[CH:18][C:17]([CH2:20][OH:21])=[CH:16][CH:15]=2)[CH2:10][CH2:9]1. The yield is 0.890.